From a dataset of Full USPTO retrosynthesis dataset with 1.9M reactions from patents (1976-2016). Predict the reactants needed to synthesize the given product. (1) Given the product [CH3:16][N:15]1[C:11]([C:9]2[S:10][C:3]3[C:4](=[N:5][CH:6]=[CH:7][C:2]=3[NH:32][C:28]3[CH:29]=[C:30]4[C:25](=[CH:26][CH:27]=3)[NH:24][C:23]([CH3:22])=[CH:31]4)[CH:8]=2)=[CH:12][N:13]=[C:14]1[C:17]([OH:21])([CH3:20])[CH2:18][OH:19], predict the reactants needed to synthesize it. The reactants are: Cl[C:2]1[CH:7]=[CH:6][N:5]=[C:4]2[CH:8]=[C:9]([C:11]3[N:15]([CH3:16])[C:14]([C:17]([OH:21])([CH3:20])[CH2:18][OH:19])=[N:13][CH:12]=3)[S:10][C:3]=12.[CH3:22][C:23]1[NH:24][C:25]2[C:30]([CH:31]=1)=[CH:29][C:28]([NH2:32])=[CH:27][CH:26]=2. (2) The reactants are: [CH:1]1([C@@H:7]([NH:9][C:10]([C:12]2[C:21]3[C:16](=[CH:17][CH:18]=[CH:19][CH:20]=3)[N:15]=[C:14]([C:22]3[S:23][CH:24]=[CH:25][CH:26]=3)[C:13]=2[CH2:27][N:28]2[CH2:33][CH2:32][N:31]([CH2:34][C:35]([OH:37])=O)[C:30](=[O:38])[CH2:29]2)=[O:11])[CH3:8])[CH2:6][CH2:5][CH2:4][CH2:3][CH2:2]1.[CH3:39][NH:40][CH3:41].CN(C(ON1N=NC2C=CC=CC1=2)=[N+](C)C)C.F[P-](F)(F)(F)(F)F.CN1CCOCC1. Given the product [CH:1]1([C@@H:7]([NH:9][C:10]([C:12]2[C:21]3[C:16](=[CH:17][CH:18]=[CH:19][CH:20]=3)[N:15]=[C:14]([C:22]3[S:23][CH:24]=[CH:25][CH:26]=3)[C:13]=2[CH2:27][N:28]2[CH2:33][CH2:32][N:31]([CH2:34][C:35](=[O:37])[N:40]([CH3:41])[CH3:39])[C:30](=[O:38])[CH2:29]2)=[O:11])[CH3:8])[CH2:6][CH2:5][CH2:4][CH2:3][CH2:2]1, predict the reactants needed to synthesize it. (3) The reactants are: N1(C2N=CC(CC(O)=O)=CC=2)C=NN=N1.[N:16]1([C:21]2[CH:22]=[CH:23][C:24]([CH2:27][C:28]([OH:30])=[O:29])=[N:25][CH:26]=2)[CH:20]=[N:19][N:18]=[N:17]1.[Cl:31]C1C(Cl)=CC([N+]([O-])=O)=CN=1. Given the product [Cl:31][C:23]1[C:24]([CH2:27][C:28]([OH:30])=[O:29])=[N:25][CH:26]=[C:21]([N:16]2[CH:20]=[N:19][N:18]=[N:17]2)[CH:22]=1, predict the reactants needed to synthesize it. (4) Given the product [O:31]1[CH:35]=[CH:34][C:33]([C:2]2[CH:3]=[CH:4][C:5]([O:29][CH3:30])=[C:6]([CH:28]=2)[C:7]([N:9]2[CH2:10][CH2:11][CH:12]([N:15]3[CH2:27][CH2:26][CH2:25][C:17]4([C:21](=[O:22])[O:20][C:19]([CH3:23])([CH3:24])[CH2:18]4)[CH2:16]3)[CH2:13][CH2:14]2)=[O:8])=[CH:32]1, predict the reactants needed to synthesize it. The reactants are: Br[C:2]1[CH:3]=[CH:4][C:5]([O:29][CH3:30])=[C:6]([CH:28]=1)[C:7]([N:9]1[CH2:14][CH2:13][CH:12]([N:15]2[CH2:27][CH2:26][CH2:25][C:17]3([C:21](=[O:22])[O:20][C:19]([CH3:24])([CH3:23])[CH2:18]3)[CH2:16]2)[CH2:11][CH2:10]1)=[O:8].[O:31]1[CH:35]=[CH:34][C:33](B(O)O)=[CH:32]1.C(=O)([O-])[O-].[Na+].[Na+].C(OCC)(=O)C. (5) Given the product [O:8]=[C:7]1[NH:9][C:27]([C:28]([O:30][CH3:31])=[O:29])=[N:1][C:2]2[N:3]=[C:4]([N:10]3[CH2:11][CH2:12][CH:13]([O:16][C:17]4[CH:22]=[CH:21][CH:20]=[CH:19][C:18]=4[C:23]([F:26])([F:25])[F:24])[CH2:14][CH2:15]3)[S:5][C:6]1=2, predict the reactants needed to synthesize it. The reactants are: [NH2:1][C:2]1[N:3]=[C:4]([N:10]2[CH2:15][CH2:14][CH:13]([O:16][C:17]3[CH:22]=[CH:21][CH:20]=[CH:19][C:18]=3[C:23]([F:26])([F:25])[F:24])[CH2:12][CH2:11]2)[S:5][C:6]=1[C:7]([NH2:9])=[O:8].[C:27](OC)(=O)[C:28]([O:30][CH3:31])=[O:29]. (6) Given the product [CH:10]1[C:11]2[CH:12]([CH2:14][O:15][C:16]([N:18]3[CH2:19][C@@H:20]([C:32](=[O:33])[N:39]([CH2:38][C:37]4[CH:43]=[CH:44][CH:45]=[CH:46][C:36]=4[Cl:35])[CH:40]4[CH2:42][CH2:41]4)[CH2:21][C@@H:22]([NH:24][C:25]([O:27][C:28]([CH3:30])([CH3:31])[CH3:29])=[O:26])[CH2:23]3)=[O:17])[C:13]3[C:5](=[CH:4][CH:3]=[CH:2][CH:1]=3)[C:6]=2[CH:7]=[CH:8][CH:9]=1, predict the reactants needed to synthesize it. The reactants are: [CH:1]1[C:13]2[CH:12]([CH2:14][O:15][C:16]([N:18]3[CH2:23][C@H:22]([NH:24][C:25]([O:27][C:28]([CH3:31])([CH3:30])[CH3:29])=[O:26])[CH2:21][C@H:20]([C:32](O)=[O:33])[CH2:19]3)=[O:17])[C:11]3[C:6](=[CH:7][CH:8]=[CH:9][CH:10]=3)[C:5]=2[CH:4]=[CH:3][CH:2]=1.[Cl:35][C:36]1[CH:46]=[CH:45][CH:44]=[CH:43][C:37]=1[CH2:38][NH:39][CH:40]1[CH2:42][CH2:41]1.C(N(C(C)C)C(C)C)C.CCCP(=O)=O. (7) Given the product [CH3:1][O:2][C:3](=[O:21])[CH2:4][CH2:5][CH2:6][CH2:7][CH2:8][CH2:9][CH2:10][CH:11]1[CH2:12][CH:13]1[CH2:14][CH:15]1[CH2:16][CH:17]1[CH2:18][CH2:19][CH2:20][CH2:28][CH3:29], predict the reactants needed to synthesize it. The reactants are: [CH3:1][O:2][C:3](=[O:21])[CH2:4][CH2:5][CH2:6][CH2:7][CH2:8][CH2:9][CH2:10]/[CH:11]=[CH:12]\[CH2:13]/[CH:14]=[CH:15]\[CH2:16][CH2:17][CH2:18][CH2:19][CH3:20].ClCCl.C([Zn][CH2:28][CH3:29])C.ICI. (8) Given the product [CH:1]([C:4]1[CH:5]=[C:6]([C:12]([NH:15][C:16]2[S:20][C:19]([C:21]([O:23][CH3:24])=[O:22])=[CH:18][CH:17]=2)=[O:14])[O:7][C:8]=1[CH:9]([CH3:10])[CH3:11])([CH3:2])[CH3:3], predict the reactants needed to synthesize it. The reactants are: [CH:1]([C:4]1[CH:5]=[C:6]([C:12]([OH:14])=O)[O:7][C:8]=1[CH:9]([CH3:11])[CH3:10])([CH3:3])[CH3:2].[NH2:15][C:16]1[S:20][C:19]([C:21]([O:23][CH3:24])=[O:22])=[CH:18][CH:17]=1.